This data is from Forward reaction prediction with 1.9M reactions from USPTO patents (1976-2016). The task is: Predict the product of the given reaction. (1) Given the reactants BrC1[C:10]2[C:5](=[N:6][CH:7]=[N:8][C:9]=2Cl)N(COCC[Si](C)(C)C)N=1.[H-].[Na+].[C:22]1([S:28](Cl)(=[O:30])=[O:29])[CH:27]=[CH:26][CH:25]=[CH:24][CH:23]=1.[NH4+].[Cl-].[CH2:34]1[CH2:38][O:37][CH2:36][CH2:35]1, predict the reaction product. The product is: [CH3:36][O:37][C:38]1[CH:10]=[CH:5][N:6]=[C:7]2[N:8]([S:28]([C:22]3[CH:27]=[CH:26][CH:25]=[CH:24][CH:23]=3)(=[O:30])=[O:29])[CH:9]=[CH:35][C:34]=12. (2) The product is: [CH3:16][Si:14]([CH3:15])([CH3:17])[C:13]1[O:1][C:2]2[CH:11]=[CH:10][C:5]([C:6]([O:8][CH3:9])=[O:7])=[CH:4][C:3]=2[CH:12]=1. Given the reactants [OH:1][C:2]1[CH:11]=[CH:10][C:5]([C:6]([O:8][CH3:9])=[O:7])=[CH:4][C:3]=1[C:12]#[C:13][Si:14]([CH3:17])([CH3:16])[CH3:15], predict the reaction product. (3) Given the reactants [NH2:1][C@@H:2]([CH2:7][C:8]([NH:10][C:11]1[CH:23]=[CH:22][C:21]2[C:20]3[C:15](=[CH:16][C:17]([F:24])=[CH:18][CH:19]=3)[CH2:14][C:13]=2[CH:12]=1)=[O:9])[C:3]([O:5]C)=[O:4].O, predict the reaction product. The product is: [NH2:1][C@@H:2]([CH2:7][C:8]([NH:10][C:11]1[CH:23]=[CH:22][C:21]2[C:20]3[C:15](=[CH:16][C:17]([F:24])=[CH:18][CH:19]=3)[CH2:14][C:13]=2[CH:12]=1)=[O:9])[C:3]([OH:5])=[O:4]. (4) Given the reactants Br[C:2]1[CH:7]=[CH:6][C:5]([C:8]2[N:17]([CH3:18])[C:16](=[O:19])[C:15]3[C:10](=[C:11]([C:20]([NH:22][C:23]4[CH:28]=[CH:27][CH:26]=[CH:25][N:24]=4)=[O:21])[CH:12]=[CH:13][CH:14]=3)[N:9]=2)=[CH:4][CH:3]=1.C([O-])([O-])=O.[Cs+].[Cs+].CC(C1C=C(C(C)C)C(C2C=CC=CC=2P(C2CCCCC2)C2CCCCC2)=C(C(C)C)C=1)C.[B-](F)(F)(F)[CH2:70][N:71]1[CH2:75][CH2:74][CH2:73][CH2:72]1.[K+], predict the reaction product. The product is: [CH3:18][N:17]1[C:16](=[O:19])[C:15]2[C:10](=[C:11]([C:20]([NH:22][C:23]3[CH:28]=[CH:27][CH:26]=[CH:25][N:24]=3)=[O:21])[CH:12]=[CH:13][CH:14]=2)[N:9]=[C:8]1[C:5]1[CH:6]=[CH:7][C:2]([CH2:70][N:71]2[CH2:75][CH2:74][CH2:73][CH2:72]2)=[CH:3][CH:4]=1. (5) Given the reactants [CH3:1][N:2]([CH3:38])[NH:3][C:4]([C:6]1[S:14][C:13]2[C:8](=[N:9][CH:10]=[CH:11][C:12]=2[O:15][C:16]2[CH:21]=[CH:20][C:19]([NH:22][C:23](=[O:36])[CH2:24][C:25]([NH:27][C:28]3[CH:33]=[CH:32][CH:31]=[CH:30][C:29]=3OC)=[O:26])=[CH:18][C:17]=2[F:37])[CH:7]=1)=[O:5].[CH3:39]N(C1C=CC=CC=1)C(=O)CC(O)=O, predict the reaction product. The product is: [CH3:1][N:2]([CH3:38])[NH:3][C:4]([C:6]1[S:14][C:13]2[C:8](=[N:9][CH:10]=[CH:11][C:12]=2[O:15][C:16]2[CH:21]=[CH:20][C:19]([NH:22][C:23](=[O:36])[CH2:24][C:25]([N:27]([CH3:39])[C:28]3[CH:29]=[CH:30][CH:31]=[CH:32][CH:33]=3)=[O:26])=[CH:18][C:17]=2[F:37])[CH:7]=1)=[O:5].